The task is: Predict the reaction yield, written as a fraction of the theoretical maximum amount of product (1.0 means a 100% yield; for example, 0.34 means a 34% yield).. This data is from Reaction yield outcomes from USPTO patents with 853,638 reactions. (1) The reactants are [OH:1][C:2]1[CH:3]=[C:4]([CH:9]=[C:10]([N+:12]([O-:14])=[O:13])[CH:11]=1)[C:5]([O:7][CH3:8])=[O:6].Br[CH2:16][CH:17]1[CH2:19][CH2:18]1.C([O-])([O-])=O.[K+].[K+]. The catalyst is CN(C=O)C.O. The product is [CH:17]1([CH2:16][O:1][C:2]2[CH:3]=[C:4]([CH:9]=[C:10]([N+:12]([O-:14])=[O:13])[CH:11]=2)[C:5]([O:7][CH3:8])=[O:6])[CH2:19][CH2:18]1. The yield is 0.810. (2) The reactants are Cl[C:2]1[N:3]=[C:4]([NH:12][CH:13]([CH2:16][OH:17])[CH2:14][OH:15])[C:5]2[S:10][CH:9]=[C:8]([CH3:11])[C:6]=2[N:7]=1.[CH2:18]([NH2:21])[CH:19]=[CH2:20].C(=O)([O-])O.[Na+]. No catalyst specified. The product is [CH2:18]([NH:21][C:2]1[N:3]=[C:4]([NH:12][CH:13]([CH2:16][OH:17])[CH2:14][OH:15])[C:5]2[S:10][CH:9]=[C:8]([CH3:11])[C:6]=2[N:7]=1)[CH:19]=[CH2:20]. The yield is 0.832. (3) The reactants are Cl[C:2]1[CH:7]=[CH:6][N:5]2[N:8]=[CH:9][C:10]([C:11]([NH:13][CH:14]([CH3:16])[CH3:15])=[O:12])=[C:4]2[N:3]=1.[C:17]1([S:23]([NH2:26])(=[O:25])=[O:24])[CH:22]=[CH:21][CH:20]=[CH:19][CH:18]=1.C(=O)([O-])[O-].[Cs+].[Cs+]. The catalyst is COCCOC. The product is [CH:14]([NH:13][C:11]([C:10]1[CH:9]=[N:8][N:5]2[CH:6]=[CH:7][C:2]([NH:26][S:23]([C:17]3[CH:22]=[CH:21][CH:20]=[CH:19][CH:18]=3)(=[O:25])=[O:24])=[N:3][C:4]=12)=[O:12])([CH3:16])[CH3:15]. The yield is 0.400.